This data is from Catalyst prediction with 721,799 reactions and 888 catalyst types from USPTO. The task is: Predict which catalyst facilitates the given reaction. (1) Reactant: [C:1]([C:5]1[CH:25]=[CH:24][C:8]([CH2:9][S:10][C:11]2[O:12][C:13]3[C:18]([C:19](=[O:23])[C:20]=2[CH2:21][OH:22])=[CH:17][CH:16]=[CH:15][CH:14]=3)=[CH:7][CH:6]=1)([CH3:4])([CH3:3])[CH3:2].[C:26]1(C)[C:27]([S:32](Cl)(=[O:34])=[O:33])=[CH:28][CH:29]=[CH:30][CH:31]=1.[CH2:37](N(CC)CC)C. Product: [C:1]([C:5]1[CH:25]=[CH:24][C:8]([CH2:9][S:10][C:11]2[O:12][C:13]3[C:18]([C:19](=[O:23])[C:20]=2[CH2:21][O:22][S:32]([C:27]2[CH:26]=[CH:31][C:30]([CH3:37])=[CH:29][CH:28]=2)(=[O:33])=[O:34])=[CH:17][CH:16]=[CH:15][CH:14]=3)=[CH:7][CH:6]=1)([CH3:4])([CH3:2])[CH3:3]. The catalyst class is: 4. (2) Reactant: Br[C:2]1[C:10]2[C:5](=[CH:6][CH:7]=[C:8]([C:11]([NH2:13])=[O:12])[CH:9]=2)[N:4]([CH:14]2[CH2:19][CH2:18][CH2:17][CH2:16][O:15]2)[N:3]=1.[S:20]1[C:24](B(O)O)=[CH:23][C:22]2[CH:28]=[CH:29][CH:30]=[CH:31][C:21]1=2.ClCCl.P([O-])([O-])([O-])=O.[K+].[K+].[K+]. Product: [S:20]1[C:24]([C:2]2[C:10]3[C:5](=[CH:6][CH:7]=[C:8]([C:11]([NH2:13])=[O:12])[CH:9]=3)[N:4]([CH:14]3[CH2:19][CH2:18][CH2:17][CH2:16][O:15]3)[N:3]=2)=[CH:23][C:22]2[CH:28]=[CH:29][CH:30]=[CH:31][C:21]1=2. The catalyst class is: 57.